This data is from Full USPTO retrosynthesis dataset with 1.9M reactions from patents (1976-2016). The task is: Predict the reactants needed to synthesize the given product. (1) The reactants are: [C:1]([OH:10])(=[O:9])[C@@H:2]([C@H:4]([C:6]([OH:8])=[O:7])[OH:5])[OH:3].[CH:11]1[CH:12]=[N:13][C:14]2[C:19]([N:20]=1)=[CH:18][C:17]1[CH:21]3[CH2:26][NH:25][CH2:24][CH:23]([C:16]=1[CH:15]=2)[CH2:22]3. Given the product [CH:12]1[CH:11]=[N:20][C:19]2[C:14]([N:13]=1)=[CH:15][C:16]1[CH:23]3[CH2:24][NH:25][CH2:26][CH:21]([C:17]=1[CH:18]=2)[CH2:22]3.[C:6]([C@@H:4]([C@H:2]([C:1]([O-:10])=[O:9])[OH:3])[OH:5])([O-:8])=[O:7], predict the reactants needed to synthesize it. (2) Given the product [O:14]1[CH2:15][CH2:16][O:17][CH:13]1[CH2:12][N:9]1[C:8](=[O:18])[CH:7]=[CH:6][C:5]2[N:4]=[CH:3][C:2]([NH:20][C:19](=[O:26])[O:21][C:22]([CH3:25])([CH3:24])[CH3:23])=[CH:11][C:10]1=2, predict the reactants needed to synthesize it. The reactants are: Br[C:2]1[CH:11]=[C:10]2[C:5]([CH:6]=[CH:7][C:8](=[O:18])[N:9]2[CH2:12][CH:13]2[O:17][CH2:16][CH2:15][O:14]2)=[N:4][CH:3]=1.[C:19](=[O:26])([O:21][C:22]([CH3:25])([CH3:24])[CH3:23])[NH2:20].C(=O)([O-])[O-].[Cs+].[Cs+].C(Cl)(Cl)Cl. (3) Given the product [NH:7]1[C:15]2[C:10](=[CH:11][C:12]([O:16][CH2:17][C:18]3[CH:25]=[CH:24][CH:23]=[CH:22][C:19]=3[CH2:20][NH2:21])=[CH:13][CH:14]=2)[CH:9]=[N:8]1, predict the reactants needed to synthesize it. The reactants are: [H-].[Al+3].[Li+].[H-].[H-].[H-].[NH:7]1[C:15]2[C:10](=[CH:11][C:12]([O:16][CH2:17][C:18]3[CH:25]=[CH:24][CH:23]=[CH:22][C:19]=3[C:20]#[N:21])=[CH:13][CH:14]=2)[CH:9]=[N:8]1.O.[OH-].[Na+]. (4) Given the product [CH3:1][NH:2][CH2:4][C:5]1[N:10]=[C:9]([C:11]([F:12])([F:13])[F:14])[N:8]=[C:7]([C:15]([OH:17])=[O:16])[CH:6]=1, predict the reactants needed to synthesize it. The reactants are: [CH3:1][NH2:2].Br[CH2:4][C:5]1[N:10]=[C:9]([C:11]([F:14])([F:13])[F:12])[N:8]=[C:7]([C:15]([O:17]CC)=[O:16])[CH:6]=1.O.[OH-].[Li+].Cl. (5) Given the product [C:49]([O:48][C:44](=[O:47])[CH2:45][CH2:46][N:8]1[CH2:13][CH2:12][CH:11]([C:14]2[CH:19]=[CH:18][C:17]([CH2:20][O:21][C:22]3[CH:27]=[CH:26][C:25]([C:28]4[CH:29]=[CH:30][CH:31]=[CH:32][CH:33]=4)=[C:24]([CH3:34])[CH:23]=3)=[CH:16][CH:15]=2)[CH2:10][CH2:9]1)([CH3:52])([CH3:51])[CH3:50], predict the reactants needed to synthesize it. The reactants are: C(OC([N:8]1[CH2:13][CH2:12][CH:11]([C:14]2[CH:19]=[CH:18][C:17]([CH2:20][O:21][C:22]3[CH:27]=[CH:26][C:25]([C:28]4[CH:33]=[CH:32][CH:31]=[CH:30][CH:29]=4)=[C:24]([CH3:34])[CH:23]=3)=[CH:16][CH:15]=2)[CH2:10][CH2:9]1)=O)(C)(C)C.CCN(C(C)C)C(C)C.[C:44]([O:48][C:49]([CH3:52])([CH3:51])[CH3:50])(=[O:47])[CH:45]=[CH2:46]. (6) Given the product [C:43]([O:46][CH:11]1[O:14][C@@H:15]([CH2:26][O:27][C:28](=[O:35])[C:29]2[CH:34]=[CH:33][CH:32]=[CH:31][CH:30]=2)[C@H:16]([O:17][C:18](=[O:25])[C:19]2[CH:24]=[CH:23][CH:22]=[CH:21][CH:20]=2)[C@@H:10]1[O:9][C:1](=[O:8])[C:2]1[CH:3]=[CH:4][CH:5]=[CH:6][CH:7]=1)(=[O:45])[CH3:44], predict the reactants needed to synthesize it. The reactants are: [C:1]([O:9][C@H:10]1[C@@H:16]([O:17][C:18](=[O:25])[C:19]2[CH:24]=[CH:23][CH:22]=[CH:21][CH:20]=2)[C@H:15]([CH2:26][O:27][C:28](=[O:35])[C:29]2[CH:34]=[CH:33][CH:32]=[CH:31][CH:30]=2)[O:14][CH:11]1OC)(=[O:8])[C:2]1[CH:7]=[CH:6][CH:5]=[CH:4][CH:3]=1.C(OC(=O)C)(=O)C.[C:43]([OH:46])(=[O:45])[CH3:44].N1C=CC=CC=1.S(=O)(=O)(O)O. (7) Given the product [F:1][C:2]1[CH:19]=[CH:18][C:5]2[N:6]([C:11]([O:13][C:14]([CH3:15])([CH3:16])[CH3:17])=[O:12])[CH:7]([OH:10])[CH2:8][O:9][C:4]=2[CH:3]=1, predict the reactants needed to synthesize it. The reactants are: [F:1][C:2]1[CH:19]=[CH:18][C:5]2[N:6]([C:11]([O:13][C:14]([CH3:17])([CH3:16])[CH3:15])=[O:12])[C:7](=[O:10])[CH2:8][O:9][C:4]=2[CH:3]=1.CC(C[AlH]CC(C)C)C. (8) Given the product [O:35]1[CH2:33][C@H:36]1[CH2:37][N:24]1[C:20](=[O:30])[C:21]2=[CH:29][CH:28]=[CH:27][CH:26]=[C:22]2[C:23]1=[O:25], predict the reactants needed to synthesize it. The reactants are: C1(P(C2C=CC=CC=2)C2C=CC=CC=2)C=CC=CC=1.[C:20]1(=[O:30])[NH:24][C:23](=[O:25])[C:22]2=[CH:26][CH:27]=[CH:28][CH:29]=[C:21]12.N([C:33]([O:35][CH2:36][CH3:37])=O)=N[C:33]([O:35][CH2:36][CH3:37])=O.C1O[C@@H]1CO. (9) Given the product [Cl:52][C:53]1[C:58]([Cl:59])=[CH:57][C:56]2[NH:60][C:44]([C:40]3[C:39]([NH:38][C:36](=[O:37])[C:35]4[C:34]([F:33])=[CH:50][CH:49]=[CH:48][C:47]=4[F:51])=[CH:43][NH:42][N:41]=3)=[N:61][C:55]=2[CH:54]=1, predict the reactants needed to synthesize it. The reactants are: ClC1C=CC=C(Cl)C=1C(NC1C(C2NC3C=CC(CN4CCOCC4)=CC=3N=2)=NNC=1)=O.[F:33][C:34]1[CH:50]=[CH:49][CH:48]=[C:47]([F:51])[C:35]=1[C:36]([NH:38][C:39]1[C:40]([C:44](O)=O)=[N:41][NH:42][CH:43]=1)=[O:37].[Cl:52][C:53]1[C:58]([Cl:59])=[CH:57][C:56]([NH2:60])=[C:55]([NH2:61])[CH:54]=1. (10) Given the product [C:40]([C:39]1[CH:42]=[CH:43][C:36]([O:35][CH2:34][CH2:33][CH2:32][N:22]2[CH2:23][CH2:24][CH:19]([CH2:18][CH2:17][CH2:16][O:15][C:13]3[CH:12]=[CH:11][C:8]([C:9]#[N:10])=[C:7]([F:6])[CH:14]=3)[CH2:20][CH2:21]2)=[CH:37][CH:38]=1)#[N:41], predict the reactants needed to synthesize it. The reactants are: CN(C)C=O.[F:6][C:7]1[CH:14]=[C:13]([O:15][CH2:16][CH2:17][CH2:18][CH:19]2[CH2:24][CH2:23][NH:22][CH2:21][CH2:20]2)[CH:12]=[CH:11][C:8]=1[C:9]#[N:10].C(=O)([O-])[O-].[K+].[K+].Br[CH2:32][CH2:33][CH2:34][O:35][C:36]1[CH:43]=[CH:42][C:39]([C:40]#[N:41])=[CH:38][CH:37]=1.